Dataset: Peptide-MHC class I binding affinity with 185,985 pairs from IEDB/IMGT. Task: Regression. Given a peptide amino acid sequence and an MHC pseudo amino acid sequence, predict their binding affinity value. This is MHC class I binding data. The peptide sequence is ILDNQGRVV. The MHC is HLA-B15:01 with pseudo-sequence HLA-B15:01. The binding affinity (normalized) is 0.0847.